Dataset: Catalyst prediction with 721,799 reactions and 888 catalyst types from USPTO. Task: Predict which catalyst facilitates the given reaction. (1) Reactant: [H-].[Na+].[NH:3]1[CH:7]=[C:6]([C:8]2[CH:13]=[CH:12][N:11]=[C:10]([S:14][CH3:15])[N:9]=2)[N:5]=[CH:4]1.Br[CH2:17][CH2:18][CH2:19][CH2:20][N:21]1[C:25](=[O:26])[C:24]2=[CH:27][CH:28]=[CH:29][CH:30]=[C:23]2[C:22]1=[O:31]. Product: [CH3:15][S:14][C:10]1[N:9]=[C:8]([C:6]2[N:5]=[CH:4][N:3]([CH2:17][CH2:18][CH2:19][CH2:20][N:21]3[C:25](=[O:26])[C:24]4[C:23](=[CH:30][CH:29]=[CH:28][CH:27]=4)[C:22]3=[O:31])[CH:7]=2)[CH:13]=[CH:12][N:11]=1. The catalyst class is: 9. (2) Reactant: [Cl:1][C:2]1[CH:7]=[C:6]([CH3:8])[CH:5]=[C:4]([CH3:9])[C:3]=1[NH:10][C:11](=[O:17])[CH2:12][CH2:13][CH2:14][CH2:15]Cl.CC(C)([O-])C.[K+].[I-].[Na+]. Product: [Cl:1][C:2]1[CH:7]=[C:6]([CH3:8])[CH:5]=[C:4]([CH3:9])[C:3]=1[N:10]1[CH2:15][CH2:14][CH2:13][CH2:12][C:11]1=[O:17]. The catalyst class is: 107. (3) Reactant: [OH:1][CH2:2][CH2:3][N:4]([CH:22]([CH3:24])[CH3:23])[C:5]([C:7]1[N:16]=[C:15]2[N:9]([CH2:10][CH2:11][O:12][C:13]3[CH:20]=[C:19](Br)[CH:18]=[CH:17][C:14]=32)[CH:8]=1)=[O:6].B1([C:34]2[CH2:39][CH2:38][N:37]([C:40]([O:42][C:43]([CH3:46])([CH3:45])[CH3:44])=[O:41])[CH2:36][CH:35]=2)OC(C)(C)C(C)(C)O1.C(=O)([O-])[O-].[K+].[K+].C(Cl)Cl. Product: [C:43]([O:42][C:40]([N:37]1[CH2:36][CH:35]=[C:34]([C:19]2[CH:18]=[CH:17][C:14]3[C:15]4[N:9]([CH2:10][CH2:11][O:12][C:13]=3[CH:20]=2)[CH:8]=[C:7]([C:5](=[O:6])[N:4]([CH2:3][CH2:2][OH:1])[CH:22]([CH3:24])[CH3:23])[N:16]=4)[CH2:39][CH2:38]1)=[O:41])([CH3:46])([CH3:44])[CH3:45]. The catalyst class is: 3. (4) Reactant: F[P-](F)(F)(F)(F)F.CN(C(ON1C2=NC=CC=C2N=N1)=[N+](C)C)C.C(N(CC)C(C)C)(C)C.[C:34]([O:38][C:39]([NH:41][CH2:42][C@H:43]1[CH2:48][CH2:47][C@H:46]([C:49]([NH:51][C@H:52]([C:70](=[O:83])[NH:71][C:72]2[CH:77]=[CH:76][C:75]([C:78]3[N:79]=[N:80][NH:81][N:82]=3)=[CH:74][CH:73]=2)[CH2:53][C:54]2[CH:59]=[CH:58][C:57]([C:60]3[CH:65]=[CH:64][CH:63]=[C:62]([C:66]([OH:68])=O)[C:61]=3[F:69])=[CH:56][CH:55]=2)=[O:50])[CH2:45][CH2:44]1)=[O:40])([CH3:37])([CH3:36])[CH3:35].[NH2:84][CH:85]1[CH2:90][CH2:89][N:88]([C:91]([O:93][C:94]([CH3:97])([CH3:96])[CH3:95])=[O:92])[CH2:87][CH2:86]1. Product: [C:34]([O:38][C:39]([NH:41][CH2:42][C@H:43]1[CH2:44][CH2:45][C@H:46]([C:49]([NH:51][C@H:52]([C:70](=[O:83])[NH:71][C:72]2[CH:77]=[CH:76][C:75]([C:78]3[N:82]=[N:81][NH:80][N:79]=3)=[CH:74][CH:73]=2)[CH2:53][C:54]2[CH:59]=[CH:58][C:57]([C:60]3[CH:65]=[CH:64][CH:63]=[C:62]([C:66]([NH:84][CH:85]4[CH2:86][CH2:87][N:88]([C:91]([O:93][C:94]([CH3:97])([CH3:96])[CH3:95])=[O:92])[CH2:89][CH2:90]4)=[O:68])[C:61]=3[F:69])=[CH:56][CH:55]=2)=[O:50])[CH2:47][CH2:48]1)=[O:40])([CH3:37])([CH3:36])[CH3:35]. The catalyst class is: 7. (5) Reactant: C(OC([N:8]1[CH2:11][CH:10]([C:12]2[CH:13]=[N:14][C:15]([Cl:18])=[CH:16][CH:17]=2)[CH2:9]1)=O)(C)(C)C. Product: [ClH:18].[ClH:18].[NH:8]1[CH2:11][CH:10]([C:12]2[CH:17]=[CH:16][C:15]([Cl:18])=[N:14][CH:13]=2)[CH2:9]1. The catalyst class is: 2. (6) Reactant: [N+:1]([C:4]1[CH:5]=[C:6]([S:11]([NH:14][C@H:15]([CH2:20][OH:21])[C@@H:16]([CH3:19])[CH2:17][CH3:18])(=[O:13])=[O:12])[CH:7]=[CH:8][C:9]=1[Cl:10])([O-])=O.[H][H]. Product: [NH2:1][C:4]1[CH:5]=[C:6]([S:11]([NH:14][C@H:15]([CH2:20][OH:21])[C@@H:16]([CH3:19])[CH2:17][CH3:18])(=[O:12])=[O:13])[CH:7]=[CH:8][C:9]=1[Cl:10]. The catalyst class is: 43. (7) Reactant: [CH:1]1([C:7]([CH:20]2[CH2:25][CH2:24][CH2:23][CH2:22][CH2:21]2)(O)[CH2:8][CH:9]2[CH2:16][CH:15]3[N:17]([CH3:18])[CH:11]([CH2:12][CH2:13][CH2:14]3)[CH2:10]2)[CH2:6][CH2:5][CH2:4][CH2:3][CH2:2]1.Cl. Product: [CH:1]1([C:7]([CH:20]2[CH2:25][CH2:24][CH2:23][CH2:22][CH2:21]2)=[CH:8][CH:9]2[CH2:16][CH:15]3[N:17]([CH3:18])[CH:11]([CH2:12][CH2:13][CH2:14]3)[CH2:10]2)[CH2:2][CH2:3][CH2:4][CH2:5][CH2:6]1. The catalyst class is: 2. (8) Reactant: C([O:3][C:4]([C:6]1[CH:7]=[N:8][N:9]([C:12]2[CH:17]=[CH:16][C:15]([O:18][CH2:19][CH2:20][O:21][C:22]([CH3:25])([CH3:24])[CH3:23])=[CH:14][CH:13]=2)[C:10]=1[CH3:11])=[O:5])C.[OH-].[Na+]. Product: [C:22]([O:21][CH2:20][CH2:19][O:18][C:15]1[CH:14]=[CH:13][C:12]([N:9]2[C:10]([CH3:11])=[C:6]([C:4]([OH:5])=[O:3])[CH:7]=[N:8]2)=[CH:17][CH:16]=1)([CH3:25])([CH3:23])[CH3:24]. The catalyst class is: 5.